From a dataset of Full USPTO retrosynthesis dataset with 1.9M reactions from patents (1976-2016). Predict the reactants needed to synthesize the given product. The reactants are: [I:1]I.[OH-].[K+].[CH2:5]([O:12][C:13]1[CH:14]=[C:15]2[C:19](=[CH:20][CH:21]=1)[N:18](C(=O)C)[N:17]=[CH:16]2)[C:6]1[CH:11]=[CH:10][CH:9]=[CH:8][CH:7]=1.S([O-])([O-])(=O)=S.[Na+].[Na+]. Given the product [CH2:5]([O:12][C:13]1[CH:14]=[C:15]2[C:19](=[CH:20][CH:21]=1)[NH:18][N:17]=[C:16]2[I:1])[C:6]1[CH:11]=[CH:10][CH:9]=[CH:8][CH:7]=1, predict the reactants needed to synthesize it.